From a dataset of Reaction yield outcomes from USPTO patents with 853,638 reactions. Predict the reaction yield, written as a fraction of the theoretical maximum amount of product (1.0 means a 100% yield; for example, 0.34 means a 34% yield). The reactants are [Br:1][C:2]1[CH:7]=[CH:6][C:5](I)=[CH:4][C:3]=1[F:9].[CH2:10]([Sn](CCCC)(CCCC)C=C)[CH2:11]CC.CCOCC.O. The catalyst is CN(C=O)C.Cl[Pd](Cl)([P](C1C=CC=CC=1)(C1C=CC=CC=1)C1C=CC=CC=1)[P](C1C=CC=CC=1)(C1C=CC=CC=1)C1C=CC=CC=1. The product is [Br:1][C:2]1[CH:7]=[CH:6][C:5]([CH:10]=[CH2:11])=[CH:4][C:3]=1[F:9]. The yield is 0.540.